Dataset: Catalyst prediction with 721,799 reactions and 888 catalyst types from USPTO. Task: Predict which catalyst facilitates the given reaction. Reactant: [F:1][C:2]1[CH:7]=[C:6]([F:8])[C:5]([F:9])=[CH:4][C:3]=1[NH:10][C:11]1[O:15][C:14]([C:16]([NH:18][C:19]2[CH:20]=[CH:21][C:22]([N:25]3[CH2:30][CH2:29][CH:28]([CH2:31][C:32]([O:34]C)=[O:33])[CH2:27][CH2:26]3)=[N:23][CH:24]=2)=[O:17])=[N:13][N:12]=1.[OH-].[Li+].[ClH:38]. Product: [ClH:38].[F:1][C:2]1[CH:7]=[C:6]([F:8])[C:5]([F:9])=[CH:4][C:3]=1[NH:10][C:11]1[O:15][C:14]([C:16]([NH:18][C:19]2[CH:20]=[CH:21][C:22]([N:25]3[CH2:26][CH2:27][CH:28]([CH2:31][C:32]([OH:34])=[O:33])[CH2:29][CH2:30]3)=[N:23][CH:24]=2)=[O:17])=[N:13][N:12]=1. The catalyst class is: 92.